Dataset: Reaction yield outcomes from USPTO patents with 853,638 reactions. Task: Predict the reaction yield, written as a fraction of the theoretical maximum amount of product (1.0 means a 100% yield; for example, 0.34 means a 34% yield). The reactants are [H-].[Al+3].[Li+].[H-].[H-].[H-].[Si:7]([O:14][CH2:15][CH2:16][N:17]1[C:25]2[C:20](=[CH:21][CH:22]=[CH:23][CH:24]=2)[C:19]([CH2:26][CH2:27][C:28](O)=[O:29])=[CH:18]1)([C:10]([CH3:13])([CH3:12])[CH3:11])([CH3:9])[CH3:8].C(=O)(O)[O-].[Na+]. The catalyst is C(OCC)C. The product is [Si:7]([O:14][CH2:15][CH2:16][N:17]1[C:25]2[C:20](=[CH:21][CH:22]=[CH:23][CH:24]=2)[C:19]([CH2:26][CH2:27][CH2:28][OH:29])=[CH:18]1)([C:10]([CH3:13])([CH3:12])[CH3:11])([CH3:9])[CH3:8]. The yield is 0.830.